This data is from Peptide-MHC class II binding affinity with 134,281 pairs from IEDB. The task is: Regression. Given a peptide amino acid sequence and an MHC pseudo amino acid sequence, predict their binding affinity value. This is MHC class II binding data. (1) The peptide sequence is AVTYYKEADYSQIPI. The MHC is DRB1_1602 with pseudo-sequence DRB1_1602. The binding affinity (normalized) is 0.178. (2) The peptide sequence is SSYVCSGLVGDTPRK. The MHC is DRB1_0701 with pseudo-sequence DRB1_0701. The binding affinity (normalized) is 0.327. (3) The peptide sequence is ITRVESENKVVILDSFDPLV. The MHC is DRB1_0404 with pseudo-sequence DRB1_0404. The binding affinity (normalized) is 0.494. (4) The peptide sequence is LVLDFCDDALIEGIT. The MHC is DRB1_0401 with pseudo-sequence DRB1_0401. The binding affinity (normalized) is 0.302. (5) The peptide sequence is KLSYGIATVREVLSD. The MHC is DRB1_1101 with pseudo-sequence DRB1_1101. The binding affinity (normalized) is 0.435. (6) The peptide sequence is LINVIHAFQYVIYGTASFFF. The MHC is H-2-IAk with pseudo-sequence H-2-IAk. The binding affinity (normalized) is 0. (7) The peptide sequence is KATLLCVLAALVCYI. The MHC is DRB1_0101 with pseudo-sequence DRB1_0101. The binding affinity (normalized) is 0.210.